Dataset: Forward reaction prediction with 1.9M reactions from USPTO patents (1976-2016). Task: Predict the product of the given reaction. (1) Given the reactants [NH2:1][C@H:2]([C:4]1[N:5]([C:23]2[CH:28]=[CH:27][CH:26]=[CH:25][CH:24]=2)[C:6](=[O:22])[C:7]2[C:12]([CH:13]=1)=[CH:11][CH:10]=[CH:9][C:8]=2[C:14]1[CH:19]=[CH:18][N:17]=[C:16]([O:20][CH3:21])[CH:15]=1)[CH3:3].[NH2:29][C:30]1[N:35]=[C:34](Cl)[C:33]([C:37]#[N:38])=[CH:32][N:31]=1, predict the reaction product. The product is: [NH2:29][C:30]1[N:35]=[C:34]([NH:1][C@H:2]([C:4]2[N:5]([C:23]3[CH:24]=[CH:25][CH:26]=[CH:27][CH:28]=3)[C:6](=[O:22])[C:7]3[C:12]([CH:13]=2)=[CH:11][CH:10]=[CH:9][C:8]=3[C:14]2[CH:19]=[CH:18][N:17]=[C:16]([O:20][CH3:21])[CH:15]=2)[CH3:3])[C:33]([C:37]#[N:38])=[CH:32][N:31]=1. (2) Given the reactants [Cl:1][C:2]1[C:3]([CH:11](C(OCC)=O)[C:12]([O:14][C:15](C)(C)[CH3:16])=[O:13])=[N:4][CH:5]=[C:6]([N+:8]([O-:10])=[O:9])[CH:7]=1.C(O)(C(F)(F)F)=O, predict the reaction product. The product is: [Cl:1][C:2]1[C:3]([CH2:11][C:12]([O:14][CH2:15][CH3:16])=[O:13])=[N:4][CH:5]=[C:6]([N+:8]([O-:10])=[O:9])[CH:7]=1. (3) Given the reactants [NH2:1][C:2]1[CH:11]=[CH:10][C:5]([C:6](OC)=[O:7])=[CH:4][C:3]=1[Cl:12].[H-].[Al+3].[Li+].[H-].[H-].[H-].NC1C(Cl)=CC(CO)=C(OC)C=1, predict the reaction product. The product is: [NH2:1][C:2]1[CH:11]=[CH:10][C:5]([CH2:6][OH:7])=[CH:4][C:3]=1[Cl:12]. (4) Given the reactants [C:1]([NH:7][C@@H:8]([C:18]1[CH:23]=[CH:22][CH:21]=[CH:20][CH:19]=1)[CH2:9][C:10]([O:12][C@H:13]([CH2:15][CH:16]=[CH2:17])[CH3:14])=[O:11])(=[O:6])[CH2:2][CH2:3]C=C, predict the reaction product. The product is: [CH3:14][C@H:13]1[O:12][C:10](=[O:11])[CH2:9][C@@H:8]([C:18]2[CH:19]=[CH:20][CH:21]=[CH:22][CH:23]=2)[NH:7][C:1](=[O:6])[CH2:2][CH2:3][CH:17]=[CH:16][CH2:15]1.